Dataset: Forward reaction prediction with 1.9M reactions from USPTO patents (1976-2016). Task: Predict the product of the given reaction. The product is: [Br:1][C:2]1[C:10]2[S:9][C:8]([C:11]([OH:13])=[O:12])=[CH:7][C:6]=2[C:5]([F:16])=[CH:4][CH:3]=1. Given the reactants [Br:1][C:2]1[C:10]2[S:9][C:8]([C:11]([O:13]CC)=[O:12])=[CH:7][C:6]=2[C:5]([F:16])=[CH:4][CH:3]=1.Cl, predict the reaction product.